This data is from Forward reaction prediction with 1.9M reactions from USPTO patents (1976-2016). The task is: Predict the product of the given reaction. (1) Given the reactants [CH2:1]1[CH:9]2[N:4]([CH2:5][CH:6]=[C:7]([C:10]3[C:18]4[C:13](=[CH:14][CH:15]=[N:16][CH:17]=4)[NH:12][CH:11]=3)[CH2:8]2)[CH2:3][CH2:2]1.[CH:19]1[C:28]2[C:23](=[CH:24][CH:25]=[CH:26][CH:27]=2)[CH:22]=[CH:21][C:20]=1[S:29](Cl)(=[O:31])=[O:30].C[Si]([N-][Si](C)(C)C)(C)C.[Na+], predict the reaction product. The product is: [CH2:1]1[CH:9]2[N:4]([CH2:5][CH:6]=[C:7]([C:10]3[C:18]4[C:13](=[CH:14][CH:15]=[N:16][CH:17]=4)[N:12]([S:29]([C:20]4[CH:21]=[CH:22][C:23]5[C:28](=[CH:27][CH:26]=[CH:25][CH:24]=5)[CH:19]=4)(=[O:31])=[O:30])[CH:11]=3)[CH2:8]2)[CH2:3][CH2:2]1. (2) Given the reactants [CH2:1]([OH:5])[CH2:2][CH:3]=[CH2:4].[O:6]1[CH:11]=[CH:10][CH2:9][CH2:8][CH2:7]1.C1(C)C=CC(S([O-])(=O)=O)=CC=1.[NH+]1C=CC=CC=1, predict the reaction product. The product is: [CH2:1]([O:5][CH:7]1[CH2:8][CH2:9][CH2:10][CH2:11][O:6]1)[CH2:2][CH:3]=[CH2:4]. (3) Given the reactants [C:1]1([S:7]([N:10]2[C:14]3=[N:15][CH:16]=[CH:17][CH:18]=[C:13]3[CH:12]=[C:11]2[CH:19]([OH:27])[CH2:20]C2CCOCC2)(=[O:9])=[O:8])[CH:6]=[CH:5][CH:4]=[CH:3][CH:2]=1.CC(OI1(OC(C)=O)(OC(C)=O)[O:41][C:39](=O)[C:38]2[CH:37]=[CH:36][CH:35]=CC1=2)=O, predict the reaction product. The product is: [C:1]1([S:7]([N:10]2[C:14]3=[N:15][CH:16]=[CH:17][CH:18]=[C:13]3[CH:12]=[C:11]2[C:19](=[O:27])[CH2:20][CH:35]2[CH2:36][CH2:37][CH2:38][CH2:39][O:41]2)(=[O:8])=[O:9])[CH:2]=[CH:3][CH:4]=[CH:5][CH:6]=1. (4) Given the reactants FC(F)(F)C(O)=O.C([O:12][C:13](=[O:31])[CH:14]([P:23]([O:28][CH2:29][CH3:30])([O:25][CH2:26][CH3:27])=[O:24])[CH2:15][CH2:16][C:17]1[CH:22]=[CH:21][CH:20]=[CH:19][CH:18]=1)(C)(C)C, predict the reaction product. The product is: [CH2:29]([O:28][P:23]([CH:14]([CH2:15][CH2:16][C:17]1[CH:18]=[CH:19][CH:20]=[CH:21][CH:22]=1)[C:13]([OH:31])=[O:12])([O:25][CH2:26][CH3:27])=[O:24])[CH3:30]. (5) The product is: [C:1]([C:3]1[CH:8]=[C:7]([NH:9][C:27](=[O:28])[CH2:26][C:23](=[O:25])[CH3:24])[CH:6]=[CH:5][C:4]=1[N:10]([CH2:17][CH2:18][CH2:19][CH2:20][CH2:21][CH3:22])[CH2:11][CH2:12][CH2:13][CH2:14][CH2:15][CH3:16])#[N:2]. Given the reactants [C:1]([C:3]1[CH:8]=[C:7]([NH2:9])[CH:6]=[CH:5][C:4]=1[N:10]([CH2:17][CH2:18][CH2:19][CH2:20][CH2:21][CH3:22])[CH2:11][CH2:12][CH2:13][CH2:14][CH2:15][CH3:16])#[N:2].[C:23]([CH:26]=[C:27]=[O:28])(=[O:25])[CH3:24], predict the reaction product. (6) Given the reactants [NH2:1][C:2]1[CH:10]=[CH:9][CH:8]=[C:4]([C:5]([OH:7])=[O:6])[C:3]=1[OH:11].[C:12](Cl)(=O)[C:13]1[CH:18]=[CH:17][CH:16]=[CH:15][CH:14]=1, predict the reaction product. The product is: [C:13]1([C:12]2[O:11][C:3]3[C:4]([C:5]([OH:7])=[O:6])=[CH:8][CH:9]=[CH:10][C:2]=3[N:1]=2)[CH:18]=[CH:17][CH:16]=[CH:15][CH:14]=1. (7) Given the reactants [CH2:1]([O:8][C:9]1[CH:14]=[C:13](F)[CH:12]=[CH:11][C:10]=1[N+:16]([O-:18])=[O:17])[C:2]1[CH:7]=[CH:6][CH:5]=[CH:4][CH:3]=1.[K].[OH:20][C:21]1[CH:36]=[CH:35][C:24]([C:25]([O:27][CH2:28][C:29]2[CH:34]=[CH:33][CH:32]=[CH:31][CH:30]=2)=[O:26])=[CH:23][CH:22]=1, predict the reaction product. The product is: [N+:16]([C:10]1[CH:11]=[CH:12][C:13]([O:20][C:21]2[CH:36]=[CH:35][C:24]([C:25]([O:27][CH2:28][C:29]3[CH:34]=[CH:33][CH:32]=[CH:31][CH:30]=3)=[O:26])=[CH:23][CH:22]=2)=[CH:14][C:9]=1[O:8][CH2:1][C:2]1[CH:7]=[CH:6][CH:5]=[CH:4][CH:3]=1)([O-:18])=[O:17]. (8) Given the reactants [CH2:1]([OH:4])[CH2:2][OH:3].[H-].[Na+].[N+:7]([C:10]1[CH:11]=[C:12]([CH:15]=[CH:16][CH:17]=1)[CH2:13]Br)([O-:9])=[O:8].P([O-])([O-])([O-])=O, predict the reaction product. The product is: [N+:7]([C:10]1[CH:11]=[C:12]([CH2:13][O:3][CH2:2][CH2:1][OH:4])[CH:15]=[CH:16][CH:17]=1)([O-:9])=[O:8]. (9) Given the reactants C(N(CC)CC)C.[CH3:8][NH:9][NH2:10].[Br:11][C:12]1[CH:17]=[C:16]([F:18])[C:15]([C:19](=O)/[CH:20]=[C:21](\O)/[CH3:22])=[C:14]([F:25])[CH:13]=1, predict the reaction product. The product is: [Br:11][C:12]1[CH:17]=[C:16]([F:18])[C:15]([C:19]2[N:9]([CH3:8])[N:10]=[C:21]([CH3:22])[CH:20]=2)=[C:14]([F:25])[CH:13]=1.